Dataset: NCI-60 drug combinations with 297,098 pairs across 59 cell lines. Task: Regression. Given two drug SMILES strings and cell line genomic features, predict the synergy score measuring deviation from expected non-interaction effect. (1) Drug 1: C1CC(C1)(C(=O)O)C(=O)O.[NH2-].[NH2-].[Pt+2]. Drug 2: N.N.Cl[Pt+2]Cl. Cell line: SK-MEL-5. Synergy scores: CSS=57.6, Synergy_ZIP=-0.598, Synergy_Bliss=1.65, Synergy_Loewe=-3.55, Synergy_HSA=4.37. (2) Synergy scores: CSS=4.39, Synergy_ZIP=2.79, Synergy_Bliss=8.45, Synergy_Loewe=4.21, Synergy_HSA=3.82. Cell line: SF-295. Drug 2: CC(C)CN1C=NC2=C1C3=CC=CC=C3N=C2N. Drug 1: C1=NNC2=C1C(=O)NC=N2. (3) Drug 1: C1CCN(CC1)CCOC2=CC=C(C=C2)C(=O)C3=C(SC4=C3C=CC(=C4)O)C5=CC=C(C=C5)O. Drug 2: CCCS(=O)(=O)NC1=C(C(=C(C=C1)F)C(=O)C2=CNC3=C2C=C(C=N3)C4=CC=C(C=C4)Cl)F. Cell line: CAKI-1. Synergy scores: CSS=27.4, Synergy_ZIP=-2.88, Synergy_Bliss=-2.95, Synergy_Loewe=-4.12, Synergy_HSA=-1.87. (4) Drug 1: CNC(=O)C1=CC=CC=C1SC2=CC3=C(C=C2)C(=NN3)C=CC4=CC=CC=N4. Drug 2: CC(C1=C(C=CC(=C1Cl)F)Cl)OC2=C(N=CC(=C2)C3=CN(N=C3)C4CCNCC4)N. Cell line: HL-60(TB). Synergy scores: CSS=47.2, Synergy_ZIP=-1.17, Synergy_Bliss=7.99, Synergy_Loewe=-1.18, Synergy_HSA=4.23.